The task is: Predict which catalyst facilitates the given reaction.. This data is from Catalyst prediction with 721,799 reactions and 888 catalyst types from USPTO. (1) Reactant: [NH2:1][C:2]1[C:7]([C:8]#[N:9])=[C:6]([C:10]2[CH:15]=[CH:14][C:13]([OH:16])=[CH:12][CH:11]=2)[C:5]([C:17]#[N:18])=[C:4]([SH:19])[N:3]=1.[CH2:20]([N:22]([CH2:27][CH3:28])[C:23](=[O:26])[CH2:24]Br)[CH3:21].C([O-])(O)=O.[Na+].C(Cl)Cl.CO. Product: [NH2:1][C:2]1[N:3]=[C:4]([S:19][CH2:24][C:23]([N:22]([CH2:27][CH3:28])[CH2:20][CH3:21])=[O:26])[C:5]([C:17]#[N:18])=[C:6]([C:10]2[CH:11]=[CH:12][C:13]([OH:16])=[CH:14][CH:15]=2)[C:7]=1[C:8]#[N:9]. The catalyst class is: 384. (2) Reactant: Cl.[NH2:2][CH:3]1[CH2:7][CH2:6][N:5]([C:8]2[N:9]=[C:10]([NH:17][C:18]3[CH:23]=[CH:22][C:21]([O:24][CH3:25])=[C:20]([O:26][CH3:27])[CH:19]=3)[C:11]3[N:16]=[CH:15][S:14][C:12]=3[N:13]=2)[CH2:4]1.[NH:28]1[C:36]2[C:31](=[CH:32][CH:33]=[C:34]([C:37](O)=[O:38])[CH:35]=2)[CH:30]=[N:29]1.CCN=C=NCCCN(C)C.CN1C=CN=C1. Product: [CH3:27][O:26][C:20]1[CH:19]=[C:18]([NH:17][C:10]2[C:11]3[N:16]=[CH:15][S:14][C:12]=3[N:13]=[C:8]([N:5]3[CH2:6][CH2:7][CH:3]([NH:2][C:37]([C:34]4[CH:35]=[C:36]5[C:31]([CH:30]=[N:29][NH:28]5)=[CH:32][CH:33]=4)=[O:38])[CH2:4]3)[N:9]=2)[CH:23]=[CH:22][C:21]=1[O:24][CH3:25]. The catalyst class is: 2. (3) Reactant: Cl.[NH2:2][C:3]12[CH2:11][CH2:10][CH:7]([CH2:8][CH2:9]1)[CH2:6][N:5]1[C:12](=[O:30])[C:13]([O:21][C:22]([C:24]3[CH:29]=[CH:28][CH:27]=[CH:26][CH:25]=3)=[O:23])=[C:14]([C:16]([O:18][CH2:19][CH3:20])=[O:17])[N:15]=[C:4]21.[CH3:31][N:32]([CH3:38])[C:33](=[O:37])[C:34](O)=[O:35].C(N(C(C)C)CC)(C)C.O. Product: [CH3:31][N:32]([C:33](=[O:37])[C:34]([NH:2][C:3]12[CH2:11][CH2:10][CH:7]([CH2:8][CH2:9]1)[CH2:6][N:5]1[C:12](=[O:30])[C:13]([O:21][C:22]([C:24]3[CH:25]=[CH:26][CH:27]=[CH:28][CH:29]=3)=[O:23])=[C:14]([C:16]([O:18][CH2:19][CH3:20])=[O:17])[N:15]=[C:4]21)=[O:35])[CH3:38]. The catalyst class is: 3. (4) The catalyst class is: 3. Product: [N:25]([CH2:11][C:10]1([OH:12])[CH:9]([C:4]2[CH:5]=[CH:6][C:7]([Cl:8])=[C:2]([Cl:1])[CH:3]=2)[O:17][CH2:16][CH2:15][N:14]([C:18]([O:20][C:21]([CH3:24])([CH3:23])[CH3:22])=[O:19])[CH2:13]1)=[N+:26]=[N-:27]. Reactant: [Cl:1][C:2]1[CH:3]=[C:4]([CH:9]2[O:17][CH2:16][CH2:15][N:14]([C:18]([O:20][C:21]([CH3:24])([CH3:23])[CH3:22])=[O:19])[CH2:13][C:10]32[O:12][CH2:11]3)[CH:5]=[CH:6][C:7]=1[Cl:8].[N-:25]=[N+:26]=[N-:27].[Na+].O. (5) Reactant: C(N(CC)CC)C.[Cl:8][C:9]1[C:14]([NH2:15])=[C:13]([NH:16][CH2:17][CH2:18][O:19][C:20]2[CH:25]=[CH:24][CH:23]=[CH:22][CH:21]=2)[C:12]([CH3:26])=[C:11]([CH3:27])[N:10]=1.[C:28](Cl)(=[O:33])[CH2:29][CH2:30][CH2:31][CH3:32]. Product: [Cl:8][C:9]1[C:14]([NH:15][C:28](=[O:33])[CH2:29][CH2:30][CH2:31][CH3:32])=[C:13]([NH:16][CH2:17][CH2:18][O:19][C:20]2[CH:25]=[CH:24][CH:23]=[CH:22][CH:21]=2)[C:12]([CH3:26])=[C:11]([CH3:27])[N:10]=1. The catalyst class is: 10.